Dataset: Full USPTO retrosynthesis dataset with 1.9M reactions from patents (1976-2016). Task: Predict the reactants needed to synthesize the given product. (1) Given the product [CH2:27]([O:29][C:30](=[O:54])[CH2:31][N:32]1[C:40]2[C:35](=[C:36]([Cl:41])[CH:37]=[CH:38][CH:39]=2)[CH:34]([C:42]2[C:43]([OH:51])=[CH:44][C:45]3[O:49][CH2:48][CH2:47][C:46]=3[CH:50]=2)[C:33]1=[O:53])[CH3:28], predict the reactants needed to synthesize it. The reactants are: C1(CCN2C3C(=CC=CC=3)C(O)(C3C(O)=CC4OCOC=4C=3)C2=O)CC1.[CH2:27]([O:29][C:30](=[O:54])[CH2:31][N:32]1[C:40]2[C:35](=[C:36]([Cl:41])[CH:37]=[CH:38][CH:39]=2)[C:34](O)([C:42]2[C:43]([OH:51])=[CH:44][C:45]3[O:49][CH2:48][CH2:47][C:46]=3[CH:50]=2)[C:33]1=[O:53])[CH3:28]. (2) The reactants are: C([Si](C)(C)[N:6]1[C:10]2=[N:11][CH:12]=[C:13]([S:15][CH2:16][CH2:17][CH2:18][CH3:19])[CH:14]=[C:9]2[CH:8]=[CH:7]1)(C)(C)C.Cl.C([O-])(O)=O.[Na+]. Given the product [CH2:16]([S:15][C:13]1[CH:14]=[C:9]2[CH:8]=[CH:7][NH:6][C:10]2=[N:11][CH:12]=1)[CH2:17][CH2:18][CH3:19], predict the reactants needed to synthesize it. (3) Given the product [C:20]([NH:19][C:17]([C:16]1[CH:24]=[CH:25][C:13]([NH:12][C:4](=[O:6])[C:3]2[CH:7]=[C:8]([CH3:11])[CH:9]=[CH:10][C:2]=2[OH:1])=[C:14]([Cl:26])[CH:15]=1)=[O:18])([CH3:23])([CH3:21])[CH3:22], predict the reactants needed to synthesize it. The reactants are: [OH:1][C:2]1[CH:10]=[CH:9][C:8]([CH3:11])=[CH:7][C:3]=1[C:4]([OH:6])=O.[NH2:12][C:13]1[CH:25]=[CH:24][C:16]([C:17]([NH:19][C:20]([CH3:23])([CH3:22])[CH3:21])=[O:18])=[CH:15][C:14]=1[Cl:26]. (4) Given the product [CH3:7][S:8]([O:4][CH2:3][C:2]([F:6])([F:1])[CH3:5])(=[O:10])=[O:9], predict the reactants needed to synthesize it. The reactants are: [F:1][C:2]([F:6])([CH3:5])[CH2:3][OH:4].[CH3:7][S:8](Cl)(=[O:10])=[O:9].O. (5) Given the product [Si:1]([O:8][C:9]1[CH:14]=[CH:13][C:12]([C:15]2([CH2:21][NH:22][C:24]3[CH:29]=[CH:28][CH:27]=[CH:26][N:25]=3)[CH2:16][CH2:17][O:18][CH2:19][CH2:20]2)=[CH:11][CH:10]=1)([C:4]([CH3:7])([CH3:6])[CH3:5])([CH3:3])[CH3:2], predict the reactants needed to synthesize it. The reactants are: [Si:1]([O:8][C:9]1[CH:14]=[CH:13][C:12]([C:15]2([CH2:21][NH2:22])[CH2:20][CH2:19][O:18][CH2:17][CH2:16]2)=[CH:11][CH:10]=1)([C:4]([CH3:7])([CH3:6])[CH3:5])([CH3:3])[CH3:2].Br[C:24]1[CH:29]=[CH:28][CH:27]=[CH:26][N:25]=1.CC(C)([O-])C.[Na+]. (6) Given the product [C:1]1([C:7]2[C:9]3[C:10](=[CH:11][CH:12]=[C:13]([O:15][CH2:16][C:17]4[CH:22]=[CH:21][CH:20]=[CH:19][CH:18]=4)[CH:14]=3)[NH:23][N:24]=2)[CH:6]=[CH:5][CH:4]=[CH:3][CH:2]=1, predict the reactants needed to synthesize it. The reactants are: [C:1]1([C:7]([C:9]2[CH:14]=[C:13]([O:15][CH2:16][C:17]3[CH:22]=[CH:21][CH:20]=[CH:19][CH:18]=3)[CH:12]=[CH:11][C:10]=2[NH2:23])=O)[CH:6]=[CH:5][CH:4]=[CH:3][CH:2]=1.[N:24]([O-])=O.[Na+].CO.[Sn](Cl)Cl. (7) Given the product [CH3:28][N:29]([CH3:31])[N:30]=[CH:8][C:7]1[C:6]([NH:10][C:11]2[CH:12]=[C:13]3[C:17](=[CH:18][CH:19]=2)[N:16]([CH2:20][C:21]2[CH:26]=[CH:25][CH:24]=[C:23]([F:27])[CH:22]=2)[N:15]=[CH:14]3)=[N:5][CH:4]=[N:3][C:2]=1[NH2:1], predict the reactants needed to synthesize it. The reactants are: [NH2:1][C:2]1[C:7]([CH:8]=O)=[C:6]([NH:10][C:11]2[CH:12]=[C:13]3[C:17](=[CH:18][CH:19]=2)[N:16]([CH2:20][C:21]2[CH:26]=[CH:25][CH:24]=[C:23]([F:27])[CH:22]=2)[N:15]=[CH:14]3)[N:5]=[CH:4][N:3]=1.[CH3:28][NH:29][NH2:30].[CH3:31]C(O)C.